Dataset: Reaction yield outcomes from USPTO patents with 853,638 reactions. Task: Predict the reaction yield, written as a fraction of the theoretical maximum amount of product (1.0 means a 100% yield; for example, 0.34 means a 34% yield). (1) The reactants are Br[C:2]1[CH:10]=[CH:9][C:5]2[NH:6][CH:7]=[N:8][C:4]=2[C:3]=1[CH3:11].[CH3:12][N:13](C=O)C. The catalyst is [C-]#N.[C-]#N.[Zn+2].C1C=CC(P(C2C=CC=CC=2)[C-]2C=CC=C2)=CC=1.C1C=CC(P(C2C=CC=CC=2)[C-]2C=CC=C2)=CC=1.Cl[Pd]Cl.[Fe+2].[Zn]. The product is [CH3:11][C:3]1[C:4]2[N:8]=[CH:7][NH:6][C:5]=2[CH:9]=[CH:10][C:2]=1[C:12]#[N:13]. The yield is 0.530. (2) The reactants are [Br:1][C:2]1[CH:3]=[C:4]([C:8](=O)[C:9]([C:14]2[CH:19]=[CH:18][N:17]=[CH:16][CH:15]=2)=[CH:10][N:11](C)C)[CH:5]=[CH:6][CH:7]=1.O.[NH2:22]N.C(OCC)C. The catalyst is C(O)C. The product is [Br:1][C:2]1[CH:3]=[C:4]([C:8]2[C:9]([C:14]3[CH:19]=[CH:18][N:17]=[CH:16][CH:15]=3)=[CH:10][NH:11][N:22]=2)[CH:5]=[CH:6][CH:7]=1. The yield is 1.00.